Task: Predict the reactants needed to synthesize the given product.. Dataset: Full USPTO retrosynthesis dataset with 1.9M reactions from patents (1976-2016) Given the product [CH:35]1([N:30]2[CH2:29][C:28]3([CH2:38][CH2:39][N:25]([S:22]([C:19]4[CH:18]=[CH:17][C:16]([C:8]5[CH:9]=[CH:10][CH:11]=[C:6]([C:5]6[NH:1][N:2]=[CH:3][CH:4]=6)[CH:7]=5)=[CH:21][CH:20]=4)(=[O:23])=[O:24])[CH2:26][CH2:27]3)[O:33][CH2:32][C:31]2=[O:34])[CH2:36][CH2:37]1, predict the reactants needed to synthesize it. The reactants are: [NH:1]1[C:5]([C:6]2[CH:7]=[C:8](B(O)O)[CH:9]=[CH:10][CH:11]=2)=[CH:4][CH:3]=[N:2]1.Br[C:16]1[CH:21]=[CH:20][C:19]([S:22]([N:25]2[CH2:39][CH2:38][C:28]3([O:33][CH2:32][C:31](=[O:34])[N:30]([CH:35]4[CH2:37][CH2:36]4)[CH2:29]3)[CH2:27][CH2:26]2)(=[O:24])=[O:23])=[CH:18][CH:17]=1.